Dataset: Full USPTO retrosynthesis dataset with 1.9M reactions from patents (1976-2016). Task: Predict the reactants needed to synthesize the given product. (1) Given the product [CH3:1][N:2]1[C:10]2[C@:9]3([CH3:14])[C:11]([CH3:12])([CH3:13])[C@@H:6]([CH2:7][CH2:8]3)[C:5]=2[C:4](=[O:15])[N:3]1[CH2:20][C:19]1[CH:22]=[CH:23][CH:24]=[CH:25][C:18]=1[C:17]([F:16])([F:26])[F:27], predict the reactants needed to synthesize it. The reactants are: [CH3:1][N:2]1[C:10]2[C@:9]3([CH3:14])[C:11]([CH3:13])([CH3:12])[C@@H:6]([CH2:7][CH2:8]3)[C:5]=2[C:4](=[O:15])[NH:3]1.[F:16][C:17]([F:27])([F:26])[C:18]1[CH:25]=[CH:24][CH:23]=[CH:22][C:19]=1[CH2:20]Br. (2) The reactants are: O[CH2:2][CH2:3][N:4]1[C:13]2[CH:12]=[CH:11][C:10]([CH3:14])=[CH:9][C:8]=2[C:7](=[O:15])[C:6]2[N:16]([CH3:19])[N:17]=[CH:18][C:5]1=2.S(Cl)([Cl:22])=O. Given the product [Cl:22][CH2:2][CH2:3][N:4]1[C:13]2[CH:12]=[CH:11][C:10]([CH3:14])=[CH:9][C:8]=2[C:7](=[O:15])[C:6]2[N:16]([CH3:19])[N:17]=[CH:18][C:5]1=2, predict the reactants needed to synthesize it. (3) Given the product [NH2:8][C:6]1[CH:5]=[CH:4][C:3]([C:11]([CH3:18])([CH3:17])[CH2:12][NH:13][C:14](=[O:16])[CH3:15])=[C:2]([Cl:1])[CH:7]=1, predict the reactants needed to synthesize it. The reactants are: [Cl:1][C:2]1[CH:7]=[C:6]([N+:8]([O-])=O)[CH:5]=[CH:4][C:3]=1[C:11]([CH3:18])([CH3:17])[CH2:12][NH:13][C:14](=[O:16])[CH3:15]. (4) Given the product [C:4]([O:7][CH:8]=[CH2:9])(=[O:6])[CH3:5].[CH:1]([Cl:3])=[CH2:2], predict the reactants needed to synthesize it. The reactants are: [CH:1]([Cl:3])=[CH2:2].[C:4]([O:7][CH:8]=[CH2:9])(=[O:6])[CH3:5].S(OOS([O-])(=O)=O)([O-])(=O)=O.[K+].[K+].C1(S(OCCCCCCCCCCCC)(=O)=O)C=CC=CC=1.[Na]. (5) Given the product [C:6]([C:7]1[CH:16]=[C:15]2[C:10]([C:11](=[O:21])[N:12]3[CH2:20][CH2:19][NH:18][CH2:17][C:13]3=[N:14]2)=[CH:9][CH:8]=1)#[CH:5], predict the reactants needed to synthesize it. The reactants are: C[Si]([C:5]#[C:6][C:7]1[CH:16]=[C:15]2[C:10]([C:11](=[O:21])[N:12]3[CH2:20][CH2:19][NH:18][CH2:17][C:13]3=[N:14]2)=[CH:9][CH:8]=1)(C)C.[OH-].[K+]. (6) Given the product [CH3:24][O:25][C:26]([C:28]1([CH3:39])[O:29][CH2:30][CH:31]([CH2:34][CH2:35][CH2:36][CH2:37][CH:1]([C:2]2[CH:3]=[CH:4][CH:5]=[CH:6][CH:7]=2)[C:8]2[CH:13]=[CH:12][N:11]=[CH:10][CH:9]=2)[CH2:32][O:33]1)=[O:27], predict the reactants needed to synthesize it. The reactants are: [CH2:1]([C:8]1[CH:13]=[CH:12][N:11]=[CH:10][CH:9]=1)[C:2]1[CH:7]=[CH:6][CH:5]=[CH:4][CH:3]=1.C[Si](C)(C)[N-][Si](C)(C)C.[Li+].[CH3:24][O:25][C:26]([C:28]1([CH3:39])[O:33][CH2:32][CH:31]([CH2:34][CH2:35][CH2:36][CH2:37]I)[CH2:30][O:29]1)=[O:27]. (7) Given the product [F:32][C:27]1[CH:28]=[CH:29][CH:30]=[CH:31][C:26]=1[C:12]1[N:13]=[C:14]([CH2:16][N:17]([CH3:25])[C:18](=[O:24])[O:19][C:20]([CH3:21])([CH3:22])[CH3:23])[S:15][C:11]=1[S:8]([C:5]1[CH:6]=[N:7][CH:2]=[CH:3][CH:4]=1)(=[O:9])=[O:10], predict the reactants needed to synthesize it. The reactants are: Cl[C:2]1[N:7]=[CH:6][C:5]([S:8]([C:11]2[S:15][C:14]([CH2:16][N:17]([CH3:25])[C:18](=[O:24])[O:19][C:20]([CH3:23])([CH3:22])[CH3:21])=[N:13][C:12]=2[C:26]2[CH:31]=[CH:30][CH:29]=[CH:28][C:27]=2[F:32])(=[O:10])=[O:9])=[CH:4][CH:3]=1.C(O)C. (8) Given the product [C:1]([O:5][C:6]([N:8]1[CH2:9][CH2:10][CH:11]([C:14]2[CH:15]=[CH:16][C:17]([C:20]([OH:22])=[O:21])=[CH:18][CH:19]=2)[CH2:12][CH2:13]1)=[O:7])([CH3:4])([CH3:2])[CH3:3], predict the reactants needed to synthesize it. The reactants are: [C:1]([O:5][C:6]([N:8]1[CH2:13][CH2:12][CH:11]([C:14]2[CH:19]=[CH:18][C:17]([C:20]([O:22]C)=[O:21])=[CH:16][CH:15]=2)[CH2:10][CH2:9]1)=[O:7])([CH3:4])([CH3:3])[CH3:2].C1COCC1.[OH-].[Na+]. (9) The reactants are: [CH2:1]([O:3][C:4]([C:6]1[O:7][C:8]2[CH:15]=[CH:14][CH:13]=[C:12]([OH:16])[C:9]=2[C:10]=1[CH3:11])=[O:5])[CH3:2].[CH2:17](I)[CH3:18].C([O-])([O-])=O.[K+].[K+]. Given the product [CH2:1]([O:3][C:4]([C:6]1[O:7][C:8]2[CH:15]=[CH:14][CH:13]=[C:12]([O:16][CH2:17][CH3:18])[C:9]=2[C:10]=1[CH3:11])=[O:5])[CH3:2], predict the reactants needed to synthesize it. (10) Given the product [ClH:10].[NH2:1][C:2]([CH3:7])([CH3:6])[C:3]([O:5][CH2:12][CH3:13])=[O:4], predict the reactants needed to synthesize it. The reactants are: [NH2:1][C:2]([CH3:7])([CH3:6])[C:3]([OH:5])=[O:4].S(Cl)([Cl:10])=O.[CH3:12][CH2:13]O.